This data is from Reaction yield outcomes from USPTO patents with 853,638 reactions. The task is: Predict the reaction yield, written as a fraction of the theoretical maximum amount of product (1.0 means a 100% yield; for example, 0.34 means a 34% yield). (1) The reactants are [CH2:1]([O:3][C@@H:4]([CH2:9][C:10]1[CH:15]=[CH:14][C:13]([C:16]2[CH:21]=[CH:20][CH:19]=[C:18]([N:22]([CH3:33])[C:23]([NH:25][CH2:26][CH2:27][CH2:28][CH2:29][CH2:30][CH2:31][CH3:32])=[O:24])[N:17]=2)=[CH:12][CH:11]=1)[C:5]([O:7]C)=[O:6])[CH3:2].O1CCCC1.[OH-].[Li+].O. The catalyst is C(O)(=O)C.C(OCC)(=O)C. The product is [CH2:1]([O:3][C@@H:4]([CH2:9][C:10]1[CH:15]=[CH:14][C:13]([C:16]2[CH:21]=[CH:20][CH:19]=[C:18]([N:22]([CH3:33])[C:23]([NH:25][CH2:26][CH2:27][CH2:28][CH2:29][CH2:30][CH2:31][CH3:32])=[O:24])[N:17]=2)=[CH:12][CH:11]=1)[C:5]([OH:7])=[O:6])[CH3:2]. The yield is 0.950. (2) The reactants are [NH2:1][C:2]1[CH:7]=[CH:6][C:5]([N:8]2[C:12]3=[N:13][CH:14]=[N:15][C:16]([NH:17][C:18](=[O:24])[O:19][C:20]([CH3:23])([CH3:22])[CH3:21])=[C:11]3[C:10]([I:25])=[N:9]2)=[CH:4][CH:3]=1.C=O.[BH3-][C:29]#N.[Na+].[BH-](OC(C)=O)(OC(C)=O)OC(C)=O.[Na+]. The catalyst is C1COCC1. The product is [I:25][C:10]1[C:11]2[C:12](=[N:13][CH:14]=[N:15][C:16]=2[NH:17][C:18](=[O:24])[O:19][C:20]([CH3:21])([CH3:22])[CH3:23])[N:8]([C:5]2[CH:6]=[CH:7][C:2]([NH:1][CH3:29])=[CH:3][CH:4]=2)[N:9]=1. The yield is 0.330.